This data is from Full USPTO retrosynthesis dataset with 1.9M reactions from patents (1976-2016). The task is: Predict the reactants needed to synthesize the given product. (1) Given the product [Cl:1][C:2]1[CH:3]=[C:4]([C:9]2([C:26]([F:28])([F:29])[F:27])[CH2:13][C:12]([C:14]3[C:23]4[C:18](=[CH:19][CH:20]=[CH:21][CH:22]=4)[C:17]([CH2:24][NH:25][C:30](=[O:32])[CH3:31])=[CH:16][CH:15]=3)=[N:11][CH2:10]2)[CH:5]=[C:6]([Cl:8])[CH:7]=1, predict the reactants needed to synthesize it. The reactants are: [Cl:1][C:2]1[CH:3]=[C:4]([C:9]2([C:26]([F:29])([F:28])[F:27])[CH2:13][C:12]([C:14]3[C:23]4[C:18](=[CH:19][CH:20]=[CH:21][CH:22]=4)[C:17]([CH2:24][NH2:25])=[CH:16][CH:15]=3)=[N:11][CH2:10]2)[CH:5]=[C:6]([Cl:8])[CH:7]=1.[C:30](OC(=O)C)(=[O:32])[CH3:31]. (2) Given the product [CH2:11]([NH:10][C:8](=[O:9])[NH:7][CH2:6][CH2:5][CH2:4][CH2:3][CH2:2][O:16][C:17]1[C:22]2[N:23]=[C:24]([NH:26][C:27](=[O:29])[CH3:28])[S:25][C:21]=2[CH:20]=[CH:19][CH:18]=1)[CH2:12][CH2:13][CH2:14][CH3:15], predict the reactants needed to synthesize it. The reactants are: Br[CH2:2][CH2:3][CH2:4][CH2:5][CH2:6][NH:7][C:8]([NH:10][CH2:11][CH2:12][CH2:13][CH2:14][CH3:15])=[O:9].[OH:16][C:17]1[C:22]2[N:23]=[C:24]([NH:26][C:27](=[O:29])[CH3:28])[S:25][C:21]=2[CH:20]=[CH:19][CH:18]=1.C([O-])([O-])=O.[K+].[K+]. (3) Given the product [CH2:26]([N:10]1[C:9]2[N:8]=[C:7]([CH2:6][C:5]3[CH:4]=[CH:3][C:2]([NH:1][S:40]([C:37]4[CH:36]=[CH:35][C:34]([O:33][CH3:32])=[CH:39][CH:38]=4)(=[O:42])=[O:41])=[CH:31][CH:30]=3)[NH:15][C:14]=2[C:13](=[O:16])[N:12]([CH2:17][C:18]2[CH:23]=[CH:22][CH:21]=[CH:20][C:19]=2[F:24])[C:11]1=[O:25])[CH2:27][CH2:28][CH3:29], predict the reactants needed to synthesize it. The reactants are: [NH2:1][C:2]1[CH:31]=[CH:30][C:5]([CH2:6][C:7]2[NH:15][C:14]3[C:13](=[O:16])[N:12]([CH2:17][C:18]4[CH:23]=[CH:22][CH:21]=[CH:20][C:19]=4[F:24])[C:11](=[O:25])[N:10]([CH2:26][CH2:27][CH2:28][CH3:29])[C:9]=3[N:8]=2)=[CH:4][CH:3]=1.[CH3:32][O:33][C:34]1[CH:39]=[CH:38][C:37]([S:40](Cl)(=[O:42])=[O:41])=[CH:36][CH:35]=1. (4) Given the product [N:1]([CH2:4][C@@H:5]([OH:9])[C@@H:6]([NH:7][CH3:8])[CH2:12][C:13]1[CH:18]=[CH:17][CH:16]=[CH:15][CH:14]=1)=[N+:2]=[N-:3], predict the reactants needed to synthesize it. The reactants are: [N:1]([CH2:4][C@H:5]1[O:9][C:8](=O)[N:7](C)[C@H:6]1[CH2:12][C:13]1[CH:18]=[CH:17][CH:16]=[CH:15][CH:14]=1)=[N+:2]=[N-:3].O. (5) Given the product [CH:6]1([C@@H:5]2[N:4]([C:8]3[CH:13]=[CH:12][C:11]([O:14][CH3:15])=[CH:10][CH:9]=3)[C:3](=[O:16])[C@@H:2]2[OH:1])[CH2:17][CH2:7]1, predict the reactants needed to synthesize it. The reactants are: [OH:1][C@@H:2]1[C@H:5]([CH:6]=[CH2:7])[N:4]([C:8]2[CH:13]=[CH:12][C:11]([O:14][CH3:15])=[CH:10][CH:9]=2)[C:3]1=[O:16].[CH2:17]([Zn]CC)C.ICI.[Cl-].[NH4+].